This data is from Reaction yield outcomes from USPTO patents with 853,638 reactions. The task is: Predict the reaction yield, written as a fraction of the theoretical maximum amount of product (1.0 means a 100% yield; for example, 0.34 means a 34% yield). (1) The reactants are [F:1][C:2]1[CH:7]=[CH:6][CH:5]=[CH:4][C:3]=1[CH:8]1[CH2:10][O:9]1.[OH:11][C:12]1[CH:19]=[CH:18][C:15]([CH:16]=[O:17])=[CH:14][CH:13]=1.[OH-].[Na+]. The catalyst is C1(C)C=CC=CC=1. The product is [F:1][C:2]1[CH:7]=[CH:6][CH:5]=[CH:4][C:3]=1[CH:8]([OH:9])[CH2:10][O:11][C:12]1[CH:19]=[CH:18][C:15]([CH:16]=[O:17])=[CH:14][CH:13]=1. The yield is 0.110. (2) The reactants are [CH2:1]([C@H:8]1[CH2:12][O:11][C:10](=[O:13])[NH:9]1)[C:2]1[CH:7]=[CH:6][CH:5]=[CH:4][CH:3]=1.[Li]CCCC.[C:19](Cl)(=[O:26])[CH2:20][CH2:21][CH2:22][CH2:23][CH2:24][CH3:25]. The catalyst is C1COCC1. The product is [CH2:1]([C@H:8]1[CH2:12][O:11][C:10](=[O:13])[N:9]1[C:19](=[O:26])[CH2:20][CH2:21][CH2:22][CH2:23][CH2:24][CH3:25])[C:2]1[CH:3]=[CH:4][CH:5]=[CH:6][CH:7]=1. The yield is 0.860. (3) The reactants are [C:1]([C:5]1[CH:10]=[CH:9][C:8](N2C(C)=CC=C2C)=[C:7]([N+:18]([O-])=O)[CH:6]=1)([CH3:4])([CH3:3])[CH3:2].CCO[C:24]([CH3:26])=O. The catalyst is [Pd]. The product is [C:1]([C:5]1[CH:10]=[CH:9][C:8]([C:5]2[CH:6]=[C:7]([CH3:8])[NH:18][C:24]=2[CH3:26])=[C:7]([CH:6]=1)[NH2:18])([CH3:2])([CH3:3])[CH3:4]. The yield is 0.990. (4) The reactants are [NH2:1][CH:2]1[CH2:7][CH2:6][CH2:5][CH:4]([NH:8][C:9]2[CH:18]=[C:17]([N:19]([CH3:21])[CH3:20])[C:16]3[C:11](=[CH:12][CH:13]=[CH:14][CH:15]=3)[N:10]=2)[CH2:3]1.[C:22]1([S:28]([C:31]2[S:32][C:33]([CH:36]=O)=[CH:34][N:35]=2)(=[O:30])=[O:29])[CH:27]=[CH:26][CH:25]=[CH:24][CH:23]=1.CC(O)=O. The catalyst is C(Cl)Cl.CO.C(Cl)Cl. The product is [CH3:20][N:19]([CH3:21])[C:17]1[C:16]2[C:11](=[CH:12][CH:13]=[CH:14][CH:15]=2)[N:10]=[C:9]([NH:8][CH:4]2[CH2:5][CH2:6][CH2:7][CH:2]([NH:1][CH2:36][C:33]3[S:32][C:31]([S:28]([C:22]4[CH:23]=[CH:24][CH:25]=[CH:26][CH:27]=4)(=[O:30])=[O:29])=[N:35][CH:34]=3)[CH2:3]2)[CH:18]=1. The yield is 0.610. (5) The reactants are F[C:2]1[C:7]([C:8]#[N:9])=[CH:6][C:5]2[C:10]3([CH2:27][O:28][C:4]=2[CH:3]=1)[C:18]1[C:13](=[CH:14][CH:15]=[CH:16][CH:17]=1)[N:12]([CH2:19][C:20]1[CH:25]=[CH:24][CH:23]=[CH:22][N:21]=1)[C:11]3=[O:26].C([NH:32][OH:33])(=O)C.C(=O)([O-])[O-].[Cs+].[Cs+].O. The catalyst is CN(C)C=O. The product is [NH2:9][C:8]1[C:7]2[CH:6]=[C:5]3[C:10]4([C:18]5[C:13](=[CH:14][CH:15]=[CH:16][CH:17]=5)[N:12]([CH2:19][C:20]5[CH:25]=[CH:24][CH:23]=[CH:22][N:21]=5)[C:11]4=[O:26])[CH2:27][O:28][C:4]3=[CH:3][C:2]=2[O:33][N:32]=1. The yield is 0.0500. (6) The reactants are [Cl:1][C:2]1[CH:7]=[CH:6][CH:5]=[CH:4][C:3]=1[C:8]1[N:9]=[N:10][C:11]([CH3:14])=[CH:12][CH:13]=1.[Cl:15]N1C(=O)N(Cl)C(=O)N(Cl)C1=O. The catalyst is ClCCCl. The product is [Cl:15][CH2:14][C:11]1[N:10]=[N:9][C:8]([C:3]2[CH:4]=[CH:5][CH:6]=[CH:7][C:2]=2[Cl:1])=[CH:13][CH:12]=1. The yield is 0.820.